This data is from Forward reaction prediction with 1.9M reactions from USPTO patents (1976-2016). The task is: Predict the product of the given reaction. (1) Given the reactants Br[C:2]1[C:7](=[O:8])[N:6]([CH2:9][C:10]2[CH:15]=[CH:14][C:13]([Cl:16])=[CH:12][CH:11]=2)[C:5]([NH:17][C:18]2[CH:23]=[CH:22][C:21]([O:24][C:25]3[CH:30]=[CH:29][CH:28]=[C:27]([C:31]#[N:32])[N:26]=3)=[CH:20][CH:19]=2)=[N:4][CH:3]=1.[C:33]1(B(O)O)[CH:38]=[CH:37][CH:36]=[CH:35][CH:34]=1.C(=O)([O-])[O-].[Na+].[Na+].[NH4+].[Cl-], predict the reaction product. The product is: [Cl:16][C:13]1[CH:12]=[CH:11][C:10]([CH2:9][N:6]2[C:7](=[O:8])[C:2]([C:33]3[CH:38]=[CH:37][CH:36]=[CH:35][CH:34]=3)=[CH:3][N:4]=[C:5]2[NH:17][C:18]2[CH:19]=[CH:20][C:21]([O:24][C:25]3[CH:30]=[CH:29][CH:28]=[C:27]([C:31]#[N:32])[N:26]=3)=[CH:22][CH:23]=2)=[CH:15][CH:14]=1. (2) Given the reactants [OH:1][C:2]1[C:11]2[C:6](=[CH:7][CH:8]=[CH:9][CH:10]=2)[C:5]([NH:12][S:13]([C:16]2[S:17][CH:18]=[CH:19][CH:20]=2)(=[O:15])=[O:14])=[CH:4][C:3]=1[S:21][C:22]1[N:26]([CH3:27])[N:25]=[N:24][N:23]=1.[OH:28][CH2:29][CH2:30][S:31][C:32]1[C:41](=[O:42])[C:40]2[C:35](=[CH:36][CH:37]=[CH:38][CH:39]=2)[C:34](=[N:43][S:44]([C:47]2[S:48][CH:49]=[CH:50][CH:51]=2)(=[O:46])=[O:45])[CH:33]=1, predict the reaction product. The product is: [OH:42][C:41]1[C:40]2[C:35](=[CH:36][CH:37]=[CH:38][CH:39]=2)[C:34]([NH:43][S:44]([C:47]2[S:48][CH:49]=[CH:50][CH:51]=2)(=[O:46])=[O:45])=[CH:33][C:32]=1[S:31][CH2:30][CH2:29][OH:28].[OH:1][C:2]1[C:11]2[C:6](=[CH:7][CH:8]=[CH:9][CH:10]=2)[C:5]([NH:12][S:13]([C:16]2[S:17][CH:18]=[CH:19][CH:20]=2)(=[O:15])=[O:14])=[CH:4][C:3]=1[S:21][C:22]1[N:26]([CH3:27])[N:25]=[N:24][N:23]=1. (3) The product is: [CH2:1]([SiH:19]([Cl:21])[Cl:20])[CH2:2][CH2:3][CH2:4][CH2:5][CH2:6][CH2:7][CH2:8][CH2:9][CH2:10][CH2:11][CH2:12][CH2:13][CH2:14][CH2:15][CH2:16][CH2:17][CH3:18]. Given the reactants [CH2:1]([Si:19](Cl)([Cl:21])[Cl:20])[CH2:2][CH2:3][CH2:4][CH2:5][CH2:6][CH2:7][CH2:8][CH2:9][CH2:10][CH2:11][CH2:12][CH2:13][CH2:14][CH2:15][CH2:16][CH2:17][CH3:18].C[SiH](Cl)Cl, predict the reaction product. (4) Given the reactants [Cl:1][C:2]1[CH:3]=[C:4](/[CH:19]=[C:20](\[F:31])/[C:21]([NH:23][O:24]C2CCCCO2)=[O:22])[CH:5]=[N:6][C:7]=1[NH:8][C@@H:9]1[CH2:13][CH2:12][N:11]([CH:14]2[CH2:18][CH2:17][CH2:16][CH2:15]2)[CH2:10]1, predict the reaction product. The product is: [ClH:1].[ClH:1].[Cl:1][C:2]1[CH:3]=[C:4](/[CH:19]=[C:20](\[F:31])/[C:21]([NH:23][OH:24])=[O:22])[CH:5]=[N:6][C:7]=1[NH:8][C@@H:9]1[CH2:13][CH2:12][N:11]([CH:14]2[CH2:15][CH2:16][CH2:17][CH2:18]2)[CH2:10]1. (5) The product is: [CH:9]1([C:2]2[CH:3]=[C:4]([CH:7]=[O:8])[S:5][CH:6]=2)[CH2:11][CH2:10]1. Given the reactants Br[C:2]1[CH:3]=[C:4]([CH:7]=[O:8])[S:5][CH:6]=1.[CH:9]1(OB(O)O)[CH2:11][CH2:10]1.C(=O)([O-])[O-].[Cs+].[Cs+], predict the reaction product. (6) Given the reactants [C:1]([O:5][C:6]([N:8]1[CH:12]=[CH:11][CH:10]=[C:9]1[C:13]1[CH:18]=[C:17]([CH:19]=O)[C:16]([O:21][CH3:22])=[CH:15][C:14]=1[O:23][CH3:24])=[O:7])([CH3:4])([CH3:3])[CH3:2].[C:25]([C:28]1[CH:36]=[CH:35][C:31]([C:32]([OH:34])=[O:33])=[CH:30][CH:29]=1)(=[O:27])[CH3:26], predict the reaction product. The product is: [C:1]([O:5][C:6]([N:8]1[CH:12]=[CH:11][CH:10]=[C:9]1[C:13]1[CH:18]=[C:17](/[CH:19]=[CH:26]/[C:25]([C:28]2[CH:36]=[CH:35][C:31]([C:32]([OH:34])=[O:33])=[CH:30][CH:29]=2)=[O:27])[C:16]([O:21][CH3:22])=[CH:15][C:14]=1[O:23][CH3:24])=[O:7])([CH3:4])([CH3:3])[CH3:2].